Task: Predict the reaction yield, written as a fraction of the theoretical maximum amount of product (1.0 means a 100% yield; for example, 0.34 means a 34% yield).. Dataset: Reaction yield outcomes from USPTO patents with 853,638 reactions (1) The reactants are [CH3:1][C:2]([C@H:4]1[C@@H:8]2[C@@H:9]3[C@@:22]([CH3:25])([CH2:23][CH2:24][C@@:7]2([C:31](O)=[O:32])[CH2:6][CH2:5]1)[C@@:21]1([CH3:26])[C@@H:12]([C@:13]2([CH3:30])[C@@H:18]([CH2:19][CH2:20]1)[C:17]([CH3:28])([CH3:27])[C@@H:16]([OH:29])[CH2:15][CH2:14]2)[CH2:11][CH2:10]3)=[CH2:3].[NH2:34][CH2:35][C:36]1[CH:37]=[C:38]([CH:43]=[CH:44][CH:45]=1)[C:39]([O:41]C)=[O:40].CCN=C=NCCCN(C)C.ON1C2N=CC=CC=2N=N1.CN1CCOCC1.[Li+].[OH-].Cl. The catalyst is CN(C=O)C.C1COCC1.O. The product is [OH:29][C@H:16]1[CH2:15][CH2:14][C@@:13]2([CH3:30])[C@@H:18]([CH2:19][CH2:20][C@:21]3([CH3:26])[C@@H:12]2[CH2:11][CH2:10][C@H:9]2[C@@:22]3([CH3:25])[CH2:23][CH2:24][C@@:7]3([C:31]([NH:34][CH2:35][C:36]4[CH:37]=[C:38]([CH:43]=[CH:44][CH:45]=4)[C:39]([OH:41])=[O:40])=[O:32])[CH2:6][CH2:5][C@@H:4]([C:2]([CH3:3])=[CH2:1])[C@@H:8]32)[C:17]1([CH3:28])[CH3:27]. The yield is 0.890. (2) The reactants are C([O:8][C@@H:9]([CH3:12])[CH2:10][OH:11])C1C=CC=CC=1.[Cl:13][C:14]1[CH:38]=[N:37][C:17]2[NH:18][C:19]3[C:24](Cl)=[N:23][CH:22]=[C:21]([C:26]4[CH:31]=[CH:30][CH:29]=[C:28]([S:32]([CH2:35][CH3:36])(=[O:34])=[O:33])[CH:27]=4)[C:20]=3[C:16]=2[CH:15]=1. The catalyst is CO.[Pd]. The product is [Cl:13][C:14]1[CH:38]=[N:37][C:17]2[NH:18][C:19]3[C:24]([O:11][CH2:10][C@H:9]([OH:8])[CH3:12])=[N:23][CH:22]=[C:21]([C:26]4[CH:31]=[CH:30][CH:29]=[C:28]([S:32]([CH2:35][CH3:36])(=[O:34])=[O:33])[CH:27]=4)[C:20]=3[C:16]=2[CH:15]=1. The yield is 0.150. (3) The reactants are [F:1][C:2]([F:10])([F:9])[C:3](=[O:8])[CH2:4][C:5](=[O:7])[CH3:6].[NH2:11][C:12]([NH2:14])=[O:13].[CH:15](OCC)(OCC)OCC.CO[Na].Cl. The catalyst is C(O)C. The product is [C:5](/[C:4](/[C:3](=[O:8])[C:2]([F:10])([F:9])[F:1])=[CH:15]\[NH:11][C:12]([NH2:14])=[O:13])(=[O:7])[CH3:6]. The yield is 0.673. (4) The catalyst is CN(C1C=CN=CC=1)C.C(Cl)Cl. The product is [CH3:1][N:2]1[CH2:7][CH2:6][N:5]([CH:8]2[C:17]3[CH:16]=[C:15]([O:18][C:44](=[O:45])[C:43]4[CH:47]=[CH:48][C:40]([N:34]5[CH2:35][CH2:36][O:37][CH2:38][CH2:39]5)=[N:41][CH:42]=4)[CH:14]=[CH:13][C:12]=3[CH2:11][CH2:10][CH2:9]2)[CH2:4][CH2:3]1. The reactants are [CH3:1][N:2]1[CH2:7][CH2:6][N:5]([CH:8]2[C:17]3[CH:16]=[C:15]([OH:18])[CH:14]=[CH:13][C:12]=3[CH2:11][CH2:10][CH2:9]2)[CH2:4][CH2:3]1.C1CCC(N=C=NC2CCCCC2)CC1.[N:34]1([C:40]2[CH:48]=[CH:47][C:43]([C:44](O)=[O:45])=[CH:42][N:41]=2)[CH2:39][CH2:38][O:37][CH2:36][CH2:35]1. The yield is 0.470.